Dataset: Catalyst prediction with 721,799 reactions and 888 catalyst types from USPTO. Task: Predict which catalyst facilitates the given reaction. (1) Reactant: C(OC([N:11]1[CH2:17][CH2:16][C:15](=[O:18])[N:14]([CH2:19][CH2:20][CH2:21][C:22]([N:24]2[CH2:31][CH2:30][C:27]3([CH2:29][CH2:28]3)[C@H:26]([OH:32])[CH2:25]2)=[O:23])[CH2:13][CH2:12]1)=O)C1C=CC=CC=1.[H][H]. Product: [OH:32][C@@H:26]1[CH2:25][N:24]([C:22](=[O:23])[CH2:21][CH2:20][CH2:19][N:14]2[C:15](=[O:18])[CH2:16][CH2:17][NH:11][CH2:12][CH2:13]2)[CH2:31][CH2:30][C:27]21[CH2:29][CH2:28]2. The catalyst class is: 19. (2) The catalyst class is: 2. Product: [Br:35][CH2:13][CH2:12][O:11][CH2:10][CH2:9][C:6]1[CH:7]=[CH:8][C:3]([C:1]#[N:2])=[CH:4][CH:5]=1. Reactant: [C:1]([C:3]1[CH:8]=[CH:7][C:6]([CH2:9][CH2:10][O:11][CH2:12][CH2:13]O)=[CH:5][CH:4]=1)#[N:2].C1(P(C2C=CC=CC=2)C2C=CC=CC=2)C=CC=CC=1.C(Br)(Br)(Br)[Br:35]. (3) Reactant: [OH:1][B:2]1[C:6]2[CH:7]=[C:8]([OH:12])[CH:9]=[C:10]([CH3:11])[C:5]=2[CH:4]([CH2:13][C:14]([O:16][CH2:17][CH3:18])=[O:15])[O:3]1.[Cl:19][C:20]1[CH:25]=[CH:24][CH:23]=[C:22]([N+]([O-])=O)[N:21]=1.C(=O)([O-])[O-].[Cs+].[Cs+]. Product: [Cl:19][C:20]1[N:21]=[C:22]([O:12][C:8]2[CH:9]=[C:10]([CH3:11])[C:5]3[CH:4]([CH2:13][C:14]([O:16][CH2:17][CH3:18])=[O:15])[O:3][B:2]([OH:1])[C:6]=3[CH:7]=2)[CH:23]=[CH:24][CH:25]=1. The catalyst class is: 3. (4) The catalyst class is: 3. Product: [Cl:1][C:2]1[CH:7]=[CH:6][C:5]([C@H:8]2[C@H:13]([OH:14])[C@@H:12]([OH:15])[C@H:11]([OH:16])[C@@H:10]([CH2:17][OH:18])[O:9]2)=[CH:4][C:3]=1[CH2:19][C:20]1[CH:21]=[CH:22][C:23]([O:26][CH2:34]/[CH:35]=[CH:36]/[CH:37]2[CH2:39][CH2:38]2)=[CH:24][CH:25]=1. Reactant: [Cl:1][C:2]1[CH:7]=[CH:6][C:5]([C@H:8]2[C@H:13]([OH:14])[C@@H:12]([OH:15])[C@H:11]([OH:16])[C@@H:10]([CH2:17][OH:18])[O:9]2)=[CH:4][C:3]=1[CH2:19][C:20]1[CH:25]=[CH:24][C:23]([OH:26])=[CH:22][CH:21]=1.C([O-])([O-])=O.[Cs+].[Cs+].Br[CH2:34]/[CH:35]=[CH:36]/[CH:37]1[CH2:39][CH2:38]1. (5) Reactant: C(N(CC)CC)C.[OH:8][N:9]1[C:13](=[O:14])[C:12]2=[CH:15][CH:16]=[CH:17][CH:18]=[C:11]2[C:10]1=[O:19].Br[CH2:21][CH:22]1[CH2:24][N:23]1[S:25]([C:28]1[CH:33]=[CH:32][CH:31]=[CH:30][C:29]=1[N+:34]([O-:36])=[O:35])(=[O:27])=[O:26].[CH3:37][OH:38]. Product: [CH3:37][O:38][C:10](=[O:19])[C:11]1[CH:18]=[CH:17][CH:16]=[CH:15][C:12]=1[C:13]([N:9]1[CH2:24][CH:22]([NH:23][S:25]([C:28]2[CH:33]=[CH:32][CH:31]=[CH:30][C:29]=2[N+:34]([O-:36])=[O:35])(=[O:27])=[O:26])[CH2:21][O:8]1)=[O:14]. The catalyst class is: 12. (6) Reactant: [CH3:1][C:2]1[O:3][C:4]([C:20]2[CH:25]=[CH:24][CH:23]=[CH:22][CH:21]=2)=[CH:5][C:6]=1[C:7]([NH:9][C:10]1[CH:15]=[CH:14][C:13]([CH2:16][C:17](O)=[O:18])=[CH:12][CH:11]=1)=[O:8].Cl.CN(C)CCCN=C=NCC.[C:38]1([S:44]([NH2:47])(=[O:46])=[O:45])[CH:43]=[CH:42][CH:41]=[CH:40][CH:39]=1. Product: [C:38]1([S:44]([NH:47][C:17](=[O:18])[CH2:16][C:13]2[CH:14]=[CH:15][C:10]([NH:9][C:7]([C:6]3[CH:5]=[C:4]([C:20]4[CH:25]=[CH:24][CH:23]=[CH:22][CH:21]=4)[O:3][C:2]=3[CH3:1])=[O:8])=[CH:11][CH:12]=2)(=[O:46])=[O:45])[CH:43]=[CH:42][CH:41]=[CH:40][CH:39]=1. The catalyst class is: 166. (7) Reactant: C(OC([NH:11][C@@H:12]1[CH2:17][CH2:16][N:15]([C:18]([O:20][CH2:21][CH3:22])=[O:19])[CH2:14][C@@H:13]1[O:23][CH2:24][CH3:25])=O)C1C=CC=CC=1.[H][H]. Product: [NH2:11][C@@H:12]1[CH2:17][CH2:16][N:15]([C:18]([O:20][CH2:21][CH3:22])=[O:19])[CH2:14][C@@H:13]1[O:23][CH2:24][CH3:25]. The catalyst class is: 19. (8) Reactant: [Cl:1][C:2]1[CH:3]=[C:4]([C@@H:8]2[C@@H:13]([C:14]3[CH:19]=[CH:18][C:17]([Cl:20])=[CH:16][CH:15]=3)[N:12]([CH:21]3[CH2:25][CH2:24][CH:23]=[CH:22]3)[C:11](=[O:26])[C@:10]([CH2:28][CH:29]=[O:30])([CH3:27])[CH2:9]2)[CH:5]=[CH:6][CH:7]=1.CC(C)=[O:33].OS(O)(=O)=O.O=[Cr](=O)=O. Product: [Cl:1][C:2]1[CH:3]=[C:4]([C@@H:8]2[C@@H:13]([C:14]3[CH:19]=[CH:18][C:17]([Cl:20])=[CH:16][CH:15]=3)[N:12]([CH:21]3[CH2:25][CH2:24][CH:23]=[CH:22]3)[C:11](=[O:26])[C@:10]([CH2:28][C:29]([OH:33])=[O:30])([CH3:27])[CH2:9]2)[CH:5]=[CH:6][CH:7]=1. The catalyst class is: 692. (9) Reactant: [N:1]1([CH2:7][C:8]2[CH:9]=[CH:10][C:11]3[NH:17][C:16]4[CH:18]=[CH:19][C:20]([C:22]([O:24][CH2:25][CH3:26])=[O:23])=[CH:21][C:15]=4[CH2:14][CH2:13][C:12]=3[CH:27]=2)[CH2:6][CH2:5][CH2:4][CH2:3][CH2:2]1.[CH3:28][I:29]. Product: [I-:29].[CH2:25]([O:24][C:22]([C:20]1[CH:19]=[CH:18][C:16]2[NH:17][C:11]3[CH:10]=[CH:9][C:8]([CH2:7][N+:1]4([CH3:28])[CH2:2][CH2:3][CH2:4][CH2:5][CH2:6]4)=[CH:27][C:12]=3[CH2:13][CH2:14][C:15]=2[CH:21]=1)=[O:23])[CH3:26]. The catalyst class is: 4.